Dataset: Full USPTO retrosynthesis dataset with 1.9M reactions from patents (1976-2016). Task: Predict the reactants needed to synthesize the given product. (1) Given the product [CH:1]1([C:4]2[CH:5]=[C:6]([CH:28]=[C:29]([O:32][CH2:33][CH3:34])[C:30]=2[C:41]2[C:36]([F:35])=[N:37][C:38]([F:45])=[CH:39][CH:40]=2)[CH2:7][N:8]2[CH2:11][C:10]3([CH2:15][C:14]([N:16]4[CH2:17][CH2:18][C:19]([CH3:27])([C:22]([OH:24])=[O:23])[CH2:20][CH2:21]4)=[N:13][O:12]3)[CH2:9]2)[CH2:2][CH2:3]1, predict the reactants needed to synthesize it. The reactants are: [CH:1]1([C:4]2[CH:5]=[C:6]([CH:28]=[C:29]([O:32][CH2:33][CH3:34])[C:30]=2I)[CH2:7][N:8]2[CH2:11][C:10]3([CH2:15][C:14]([N:16]4[CH2:21][CH2:20][C:19]([CH3:27])([C:22]([O:24]CC)=[O:23])[CH2:18][CH2:17]4)=[N:13][O:12]3)[CH2:9]2)[CH2:3][CH2:2]1.[F:35][C:36]1[C:41](B(O)O)=[CH:40][CH:39]=[C:38]([F:45])[N:37]=1. (2) Given the product [C:19]([CH2:20][CH2:21][C:10]([C:7]1[CH:6]=[CH:5][C:4]([N+:1]([O-:3])=[O:2])=[CH:9][N:8]=1)([C:15]([O:17][CH3:18])=[O:16])[C:11]([O:13][CH3:14])=[O:12])#[N:22], predict the reactants needed to synthesize it. The reactants are: [N+:1]([C:4]1[CH:5]=[CH:6][C:7]([CH:10]([C:15]([O:17][CH3:18])=[O:16])[C:11]([O:13][CH3:14])=[O:12])=[N:8][CH:9]=1)([O-:3])=[O:2].[C:19](#[N:22])[CH:20]=[CH2:21].CO[Na]. (3) Given the product [Cl:1][C:2]1[CH:3]=[C:4]2[C:10]([C:11]3[N:16]=[C:15]([NH:17][CH:18]4[CH2:23][CH2:22][CH2:21][C:20](=[O:24])[CH2:19]4)[C:14]([F:25])=[CH:13][N:12]=3)=[CH:9][N:8]([S:26]([C:29]3[CH:34]=[CH:33][CH:32]=[CH:31][CH:30]=3)(=[O:28])=[O:27])[C:5]2=[N:6][CH:7]=1, predict the reactants needed to synthesize it. The reactants are: [Cl:1][C:2]1[CH:3]=[C:4]2[C:10]([C:11]3[N:16]=[C:15]([NH:17][CH:18]4[CH2:23][CH2:22][CH2:21][CH:20]([OH:24])[CH2:19]4)[C:14]([F:25])=[CH:13][N:12]=3)=[CH:9][N:8]([S:26]([C:29]3[CH:34]=[CH:33][C:32](C)=[CH:31][CH:30]=3)(=[O:28])=[O:27])[C:5]2=[N:6][CH:7]=1.ClC1C=C2C(C3N=C(NC4CCC[C@H](O)C4)C(F)=CN=3)=CN(S(C3C=CC(C)=CC=3)(=O)=O)C2=NC=1.CC(OI1(OC(C)=O)(OC(C)=O)OC(=O)C2C=CC=CC1=2)=O. (4) Given the product [Cl:37][C:22]1[C:23]([NH:25][C:26]2[CH:31]=[CH:30][CH:29]=[CH:28][C:27]=2[S:32]([NH:35][CH3:36])(=[O:34])=[O:33])=[N:24][C:19]([NH:17][C:10]2[CH:11]=[C:12]3[C:7](=[CH:8][CH:9]=2)[CH:6]2[CH2:16][CH2:15][CH:13]3[CH2:14][N:4]([CH:1]([CH3:3])[CH3:2])[CH2:5]2)=[N:20][CH:21]=1, predict the reactants needed to synthesize it. The reactants are: [CH:1]([N:4]1[CH2:14][CH:13]2[CH2:15][CH2:16][CH:6]([C:7]3[C:12]2=[CH:11][C:10]([NH2:17])=[CH:9][CH:8]=3)[CH2:5]1)([CH3:3])[CH3:2].Cl[C:19]1[N:24]=[C:23]([NH:25][C:26]2[CH:31]=[CH:30][CH:29]=[CH:28][C:27]=2[S:32]([NH:35][CH3:36])(=[O:34])=[O:33])[C:22]([Cl:37])=[CH:21][N:20]=1. (5) Given the product [F:1][C:2]1[C:3](=[O:34])[N:4]([CH3:39])[CH:5]=[C:6]([C:19]([N:21]2[CH2:22][CH2:23][CH:24]([C:27]3[CH:28]=[CH:29][C:30]([F:33])=[CH:31][CH:32]=3)[CH2:25][CH2:26]2)=[O:20])[C:7]=1[NH:8][C:9]1[CH:17]=[C:16]2[C:12]([CH:13]=[N:14][N:15]2[CH3:18])=[CH:11][CH:10]=1, predict the reactants needed to synthesize it. The reactants are: [F:1][C:2]1[C:3](=[O:34])[NH:4][CH:5]=[C:6]([C:19]([N:21]2[CH2:26][CH2:25][CH:24]([C:27]3[CH:32]=[CH:31][C:30]([F:33])=[CH:29][CH:28]=3)[CH2:23][CH2:22]2)=[O:20])[C:7]=1[NH:8][C:9]1[CH:17]=[C:16]2[C:12]([CH:13]=[N:14][N:15]2[CH3:18])=[CH:11][CH:10]=1.S(OC)(O[CH3:39])(=O)=O.C(=O)([O-])[O-].[Cs+].[Cs+].